From a dataset of Full USPTO retrosynthesis dataset with 1.9M reactions from patents (1976-2016). Predict the reactants needed to synthesize the given product. (1) Given the product [O:8]1[C:12]2[CH:13]=[CH:14][CH:15]=[CH:16][C:11]=2[C:10]([NH:17][C:18]([N:20]2[CH2:25][CH2:24][N:23]([C:41](=[O:42])[CH2:40][CH2:39][C:33]3[CH:38]=[CH:37][CH:36]=[CH:35][CH:34]=3)[CH2:22][CH2:21]2)=[O:19])=[N:9]1, predict the reactants needed to synthesize it. The reactants are: FC(F)(F)C(O)=O.[O:8]1[C:12]2[CH:13]=[CH:14][CH:15]=[CH:16][C:11]=2[C:10]([NH:17][C:18]([N:20]2[CH2:25][CH2:24][NH:23][CH2:22][CH2:21]2)=[O:19])=[N:9]1.C(N(CC)CC)C.[C:33]1([CH2:39][CH2:40][C:41](Cl)=[O:42])[CH:38]=[CH:37][CH:36]=[CH:35][CH:34]=1.O. (2) Given the product [CH:10]([C:2]1[CH:3]=[C:4]([C:7](=[O:9])[CH3:8])[S:5][CH:6]=1)=[CH2:11], predict the reactants needed to synthesize it. The reactants are: Br[C:2]1[CH:3]=[C:4]([C:7](=[O:9])[CH3:8])[S:5][CH:6]=1.[CH2:10]([Sn](CCCC)(CCCC)C=C)[CH2:11]CC. (3) Given the product [Br:17][C:18]1[S:26][C:25]2[C:24]([C:27]#[N:28])=[CH:23][N:22]=[C:21]([NH:8][CH2:7][C:6]3[CH:9]=[CH:10][C:3]([O:2][CH3:1])=[CH:4][CH:5]=3)[C:20]=2[CH:19]=1, predict the reactants needed to synthesize it. The reactants are: [CH3:1][O:2][C:3]1[CH:10]=[CH:9][C:6]([CH2:7][NH2:8])=[CH:5][CH:4]=1.C([O-])([O-])=O.[K+].[K+].[Br:17][C:18]1[S:26][C:25]2[C:24]([C:27]#[N:28])=[CH:23][N:22]=[C:21](Cl)[C:20]=2[CH:19]=1. (4) Given the product [CH3:67][N:54]([CH:55]1[CH2:60][CH2:59][N:58]([C:61]2[CH:66]=[CH:65][N:64]=[CH:63][CH:62]=2)[CH2:57][CH2:56]1)[C:52]([C:49]1[CH:50]=[C:51]2[C:46](=[CH:47][CH:48]=1)[CH2:45][CH2:44][C@H:43]2[NH:42][C:37](=[O:38])[CH2:36][C:35]([F:41])([F:40])[F:34])=[O:53], predict the reactants needed to synthesize it. The reactants are: CN(C(ON1N=NC2C=CC=NC1=2)=[N+](C)C)C.F[P-](F)(F)(F)(F)F.CCN(C(C)C)C(C)C.[F:34][C:35]([F:41])([F:40])[CH2:36][C:37](O)=[O:38].[NH2:42][C@H:43]1[C:51]2[C:46](=[CH:47][CH:48]=[C:49]([C:52]([N:54]([CH3:67])[CH:55]3[CH2:60][CH2:59][N:58]([C:61]4[CH:66]=[CH:65][N:64]=[CH:63][CH:62]=4)[CH2:57][CH2:56]3)=[O:53])[CH:50]=2)[CH2:45][CH2:44]1. (5) Given the product [CH3:1][NH:2][C:3]([C:5]1[CH:6]=[C:7]([CH:15]=[C:16]([C:18]2[CH:23]=[CH:22][C:21]([CH3:24])=[CH:20][N:19]=2)[CH:17]=1)[C:8]([O:10][C:11]([CH3:14])([CH3:13])[CH3:12])=[O:9])=[S:34], predict the reactants needed to synthesize it. The reactants are: [CH3:1][NH:2][C:3]([C:5]1[CH:6]=[C:7]([CH:15]=[C:16]([C:18]2[CH:23]=[CH:22][C:21]([CH3:24])=[CH:20][N:19]=2)[CH:17]=1)[C:8]([O:10][C:11]([CH3:14])([CH3:13])[CH3:12])=[O:9])=O.COC1C=CC(P2(=S)SP(=S)(C3C=CC(OC)=CC=3)[S:34]2)=CC=1.C(=O)(O)[O-].[Na+]. (6) Given the product [CH3:13][O:16][CH2:3][CH2:2][CH2:1][O:4][C:5]1[CH:10]=[C:9]([OH:11])[CH:8]=[C:7]([O:12][CH2:20][CH2:21][CH3:22])[CH:6]=1, predict the reactants needed to synthesize it. The reactants are: [CH2:1]([O:4][C:5]1[CH:6]=[C:7]([OH:12])[CH:8]=[C:9]([OH:11])[CH:10]=1)[CH2:2][CH3:3].[C:13](=[O:16])([O-])[O-].[K+].[K+].Br[CH2:20][CH2:21][CH2:22]OC.Cl.